This data is from SARS-CoV-2 main protease (3CLPro) crystallographic fragment screen with 879 compounds. The task is: Binary Classification. Given a drug SMILES string, predict its activity (active/inactive) in a high-throughput screening assay against a specified biological target. (1) The molecule is O=C(CCl)N1CCN(c2ccccc2Cl)CC1. The result is 0 (inactive). (2) The drug is O=C1CCON1. The result is 0 (inactive). (3) The compound is CC(=O)c1ccc(N2CCC(C(N)=O)CC2)cc1. The result is 0 (inactive). (4) The molecule is CC(N)c1cn(-c2ccccc2)nn1. The result is 0 (inactive). (5) The compound is CCS(=O)(=O)N1CCC(C(=O)O)CC1. The result is 0 (inactive). (6) The compound is CC(NC(=O)CCl)c1cccc2ccccc12. The result is 1 (active). (7) The drug is CCNC(=O)c1ccc(NS(C)(=O)=O)cc1. The result is 0 (inactive).